From a dataset of Forward reaction prediction with 1.9M reactions from USPTO patents (1976-2016). Predict the product of the given reaction. (1) Given the reactants [CH2:1]([N:3]1[C:7](O)=[N:6][C:5]([C:9]2[CH:10]=[N:11][CH:12]=[CH:13][CH:14]=2)=[N:4]1)[CH3:2].P(Br)(Br)([Br:17])=O.C(=O)(O)[O-].[Na+], predict the reaction product. The product is: [Br:17][C:7]1[N:3]([CH2:1][CH3:2])[N:4]=[C:5]([C:9]2[CH:10]=[N:11][CH:12]=[CH:13][CH:14]=2)[N:6]=1. (2) The product is: [Cl:1][C:2]([Cl:7])([Cl:6])[C:3]([NH:15][C:16]1[CH:21]=[CH:20][C:19]([C:22]([C:30]2[CH:31]=[N:32][C:33]([Cl:36])=[CH:34][CH:35]=2)([OH:29])[C:23]2[N:27]([CH3:28])[CH:26]=[N:25][CH:24]=2)=[CH:18][C:17]=1[C:37](=[O:38])[C:39]1[CH:44]=[CH:43][CH:42]=[C:41]([Cl:45])[CH:40]=1)=[O:4]. Given the reactants [Cl:1][C:2]([Cl:7])([Cl:6])[C:3](Cl)=[O:4].C(N(CC)CC)C.[NH2:15][C:16]1[CH:21]=[CH:20][C:19]([C:22]([C:30]2[CH:31]=[N:32][C:33]([Cl:36])=[CH:34][CH:35]=2)([OH:29])[C:23]2[N:27]([CH3:28])[CH:26]=[N:25][CH:24]=2)=[CH:18][C:17]=1[C:37]([C:39]1[CH:44]=[CH:43][CH:42]=[C:41]([Cl:45])[CH:40]=1)=[O:38], predict the reaction product. (3) The product is: [Br:19][C:20]1[CH:21]=[N:22][CH:23]=[C:24]([F:27])[C:25]=1[N:15]1[CH2:16][CH2:17][CH:12]([C:10]([N:7]2[CH2:6][CH2:5][N:4]([CH3:3])[CH2:9][CH2:8]2)=[O:11])[CH2:13][CH2:14]1. Given the reactants Cl.Cl.[CH3:3][N:4]1[CH2:9][CH2:8][N:7]([C:10]([CH:12]2[CH2:17][CH2:16][NH:15][CH2:14][CH2:13]2)=[O:11])[CH2:6][CH2:5]1.Cl.[Br:19][C:20]1[CH:21]=[N:22][CH:23]=[C:24]([F:27])[C:25]=1Cl.C(=O)([O-])[O-].[K+].[K+], predict the reaction product.